Dataset: Full USPTO retrosynthesis dataset with 1.9M reactions from patents (1976-2016). Task: Predict the reactants needed to synthesize the given product. (1) The reactants are: [OH:1][B:2]1[C:6]2[CH:7]=[C:8]([CH2:11][NH:12]C(=O)OC(C)(C)C)[CH:9]=[CH:10][C:5]=2[C:4]([CH3:21])([CH3:20])[O:3]1.[ClH:22]. Given the product [ClH:22].[NH2:12][CH2:11][C:8]1[CH:9]=[CH:10][C:5]2[C:4]([CH3:21])([CH3:20])[O:3][B:2]([OH:1])[C:6]=2[CH:7]=1, predict the reactants needed to synthesize it. (2) Given the product [CH:1]1([NH:7][CH2:11][CH2:10][CH:9]([S:13]([OH:15])(=[O:14])=[O:12])[CH3:8])[CH2:6][CH2:5][CH2:4][CH2:3][CH2:2]1, predict the reactants needed to synthesize it. The reactants are: [CH:1]1([NH2:7])[CH2:6][CH2:5][CH2:4][CH2:3][CH2:2]1.[CH3:8][CH:9]1[S:13](=[O:15])(=[O:14])[O:12][CH2:11][CH2:10]1. (3) Given the product [Cl:28][C:12]1[C:13]([NH:15][C:16]2[CH:21]=[CH:20][CH:19]=[CH:18][C:17]=2[S:22]([CH:25]([CH3:27])[CH3:26])(=[O:23])=[O:24])=[N:14][C:9]([NH:8][C:6]2[C:5]([O:29][CH3:30])=[CH:4][C:3]([CH:31]3[CH2:32][CH2:33][N:34]([CH3:37])[CH2:35][CH2:36]3)=[C:2]([NH:1][C:47](=[O:50])[CH:48]=[CH2:49])[CH:7]=2)=[N:10][CH:11]=1, predict the reactants needed to synthesize it. The reactants are: [NH2:1][C:2]1[C:3]([CH:31]2[CH2:36][CH2:35][N:34]([CH3:37])[CH2:33][CH2:32]2)=[CH:4][C:5]([O:29][CH3:30])=[C:6]([NH:8][C:9]2[N:14]=[C:13]([NH:15][C:16]3[CH:21]=[CH:20][CH:19]=[CH:18][C:17]=3[S:22]([CH:25]([CH3:27])[CH3:26])(=[O:24])=[O:23])[C:12]([Cl:28])=[CH:11][N:10]=2)[CH:7]=1.CCN(C(C)C)C(C)C.[C:47](Cl)(=[O:50])[CH:48]=[CH2:49]. (4) Given the product [ClH:1].[CH3:4][O:5][C:6](=[O:17])[CH2:7][C:8]([N:9]1[CH2:14][CH2:13][CH:12]([NH:19][CH3:18])[CH2:11][CH2:10]1)=[O:16], predict the reactants needed to synthesize it. The reactants are: [ClH:1].CN.[CH3:4][O:5][C:6](=[O:17])[CH2:7][C:8](=[O:16])[N:9]1[CH2:14][CH2:13][C:12](=O)[CH2:11][CH2:10]1.[C:18]([BH3-])#[N:19].[Na+].C(=O)([O-])[O-].[Na+].[Na+]. (5) Given the product [CH2:2]([NH:4][C:5]([C:7]1[S:33][C:10]2[N:11]=[C:12]([NH2:32])[N:13]=[C:14]([C:15]3[CH:20]=[C:19]([O:21][CH2:22][CH2:23][OH:24])[C:18]([Cl:30])=[CH:17][C:16]=3[Cl:31])[C:9]=2[CH:8]=1)=[O:6])[CH3:3], predict the reactants needed to synthesize it. The reactants are: Cl.[CH2:2]([NH:4][C:5]([C:7]1[S:33][C:10]2[N:11]=[C:12]([NH2:32])[N:13]=[C:14]([C:15]3[CH:20]=[C:19]([O:21][CH2:22][CH:23](OCC)[O:24]CC)[C:18]([Cl:30])=[CH:17][C:16]=3[Cl:31])[C:9]=2[CH:8]=1)=[O:6])[CH3:3].ClCCl.[BH4-].[Na+].